This data is from Forward reaction prediction with 1.9M reactions from USPTO patents (1976-2016). The task is: Predict the product of the given reaction. (1) Given the reactants [C:1]12([CH2:11][NH:12][C:13](=[O:16])[CH2:14]Cl)[CH2:10][CH:5]3[CH2:6][CH:7]([CH2:9][CH:3]([CH2:4]3)[CH2:2]1)[CH2:8]2.[C:17]([N:20]1[CH2:26][CH2:25][CH2:24][NH:23][CH2:22][CH2:21]1)(=[O:19])[CH3:18].C([O-])([O-])=O.[K+].[K+].C(O)(C(F)(F)F)=O, predict the reaction product. The product is: [C:17]([N:20]1[CH2:26][CH2:25][CH2:24][N:23]([CH2:14][C:13]([NH:12][CH2:11][C:1]23[CH2:10][CH:5]4[CH2:6][CH:7]([CH2:9][CH:3]([CH2:4]4)[CH2:2]2)[CH2:8]3)=[O:16])[CH2:22][CH2:21]1)(=[O:19])[CH3:18]. (2) Given the reactants COC(=O)[C:4]1[CH:9]=[CH:8][CH:7]=[C:6]([NH:10][C:11](=[O:38])[CH2:12][N:13]2[N:19]=[C:18]([CH:20]3[CH2:25][CH2:24][CH2:23][CH2:22][CH2:21]3)[C:17]3[CH:26]=[CH:27][CH:28]=[CH:29][C:16]=3[N:15]([CH2:30][C:31](=[O:36])[C:32]([CH3:35])([CH3:34])[CH3:33])[C:14]2=[O:37])[CH:5]=1.[C:40]([O:44][C:45](=[O:57])[N:46]([C:48]1C=C(NC)C=[C:50](N)[CH:49]=1)C)([CH3:43])([CH3:42])[CH3:41], predict the reaction product. The product is: [C:40]([O:44][C:45](=[O:57])[N:46]([C:4]1[CH:9]=[CH:8][CH:7]=[C:6]([NH:10][C:11](=[O:38])[CH2:12][N:13]2[N:19]=[C:18]([CH:20]3[CH2:25][CH2:24][CH2:23][CH2:22][CH2:21]3)[C:17]3[CH:26]=[CH:27][CH:28]=[CH:29][C:16]=3[N:15]([CH2:30][C:31](=[O:36])[C:32]([CH3:35])([CH3:33])[CH3:34])[C:14]2=[O:37])[CH:5]=1)[CH2:48][CH2:49][CH3:50])([CH3:43])([CH3:42])[CH3:41]. (3) Given the reactants Br[C:2]1[S:6][C:5]([CH2:7][CH:8]([NH:10][C:11]([C:13]2[C:14]([CH:19]([F:21])[F:20])=[N:15][N:16]([CH3:18])[CH:17]=2)=[O:12])[CH3:9])=[C:4]([Cl:22])[CH:3]=1.[F:23][C:24]1[CH:29]=[CH:28][C:27](B(O)O)=[CH:26][CH:25]=1.C(=O)(O)[O-].[Na+].C(COC)OC, predict the reaction product. The product is: [Cl:22][C:4]1[CH:3]=[C:2]([C:27]2[CH:28]=[CH:29][C:24]([F:23])=[CH:25][CH:26]=2)[S:6][C:5]=1[CH2:7][CH:8]([NH:10][C:11]([C:13]1[C:14]([CH:19]([F:21])[F:20])=[N:15][N:16]([CH3:18])[CH:17]=1)=[O:12])[CH3:9]. (4) Given the reactants [NH:1]1[C:5]([C:6]2[CH:7]=[C:8]([CH:10]=[CH:11][CH:12]=2)[NH2:9])=[N:4][N:3]=[N:2]1.[Br:13][C:14]1[CH:15]=[C:16]([CH:20]=[C:21]([OH:23])[CH:22]=1)[C:17](O)=[O:18], predict the reaction product. The product is: [Br:13][C:14]1[CH:15]=[C:16]([CH:20]=[C:21]([OH:23])[CH:22]=1)[C:17]([NH:9][C:8]1[CH:10]=[CH:11][CH:12]=[C:6]([C:5]2[NH:1][N:2]=[N:3][N:4]=2)[CH:7]=1)=[O:18]. (5) Given the reactants [NH2:1][C:2]1[C:6]([Cl:7])=[C:5]([CH3:8])[O:4][N:3]=1.[C:9]1([S:15](Cl)(=[O:17])=[O:16])[CH:14]=[CH:13][CH:12]=[CH:11][CH:10]=1, predict the reaction product. The product is: [Cl:7][C:6]1[C:2]([NH:1][S:15]([C:9]2[CH:14]=[CH:13][CH:12]=[CH:11][CH:10]=2)(=[O:17])=[O:16])=[N:3][O:4][C:5]=1[CH3:8].[NH2:1][C:2]1[C:6]([Cl:7])=[C:5]([CH3:8])[O:4][N:3]=1.[C:9]1([S:15]([N:1]([C:2]2[C:6]([Cl:7])=[C:5]([CH3:8])[O:4][N:3]=2)[S:15]([C:9]2[CH:14]=[CH:13][CH:12]=[CH:11][CH:10]=2)(=[O:17])=[O:16])(=[O:17])=[O:16])[CH:14]=[CH:13][CH:12]=[CH:11][CH:10]=1. (6) Given the reactants CC1(C)[O:6][CH:5]([CH2:7][O:8][C:9]2[N:14]=[C:13]([NH2:15])[CH:12]=[N:11][CH:10]=2)[CH2:4][O:3]1.N1C=CC=CC=1.Cl[C:24](Cl)([O:26]C(=O)OC(Cl)(Cl)Cl)Cl.[Cl:35][C:36]1[CH:37]=[C:38]([C:42]2[CH:43]=[CH:44][C:45]3[N:51]4[CH2:52][C@H:48]([CH2:49][CH2:50]4)[NH:47][C:46]=3[N:53]=2)[CH:39]=[CH:40][CH:41]=1, predict the reaction product. The product is: [Cl:35][C:36]1[CH:37]=[C:38]([C:42]2[CH:43]=[CH:44][C:45]3[N:51]4[CH2:52][C@H:48]([CH2:49][CH2:50]4)[N:47]([C:24]([NH:15][C:13]4[CH:12]=[N:11][CH:10]=[C:9]([O:8][CH2:7][CH:5]([OH:6])[CH2:4][OH:3])[N:14]=4)=[O:26])[C:46]=3[N:53]=2)[CH:39]=[CH:40][CH:41]=1. (7) Given the reactants [I-].C[S+](C)C.[Li][CH2:7]CCC.[CH2:11]([C@H:19]1[CH2:21][O:20]1)[CH2:12][C:13]1[CH:18]=[CH:17][CH:16]=[CH:15][CH:14]=1.O, predict the reaction product. The product is: [C:13]1([CH2:12][CH2:11][C@H:19]([OH:20])[CH:21]=[CH2:7])[CH:18]=[CH:17][CH:16]=[CH:15][CH:14]=1.